From a dataset of Forward reaction prediction with 1.9M reactions from USPTO patents (1976-2016). Predict the product of the given reaction. (1) Given the reactants CS(Cl)(=O)=O.[F:6][C:7]1[CH:30]=[CH:29][C:10]([CH2:11][C:12]2[S:13][C:14]([C:20]3[C:25]([Cl:26])=[CH:24][N:23]=[C:22]([S:27][CH3:28])[N:21]=3)=[CH:15][C:16]=2[CH2:17][CH2:18]O)=[CH:9][CH:8]=1.C(N(C(C)C)CC)(C)C.[NH:40]1[CH2:45][CH2:44][O:43][CH2:42][CH2:41]1, predict the reaction product. The product is: [F:6][C:7]1[CH:30]=[CH:29][C:10]([CH2:11][C:12]2[S:13][C:14]([C:20]3[C:25]([Cl:26])=[CH:24][N:23]=[C:22]([S:27][CH3:28])[N:21]=3)=[CH:15][C:16]=2[CH2:17][CH2:18][N:40]2[CH2:45][CH2:44][O:43][CH2:42][CH2:41]2)=[CH:9][CH:8]=1. (2) Given the reactants CN([CH:4]=[C:5]1[C:11](=O)[C:10]2[CH:13]=[CH:14][CH:15]=[CH:16][C:9]=2[NH:8][C:7](=[O:17])[CH2:6]1)C.Cl.[C:19]([NH2:24])(=[NH:23])[CH2:20][CH2:21][CH3:22], predict the reaction product. The product is: [CH2:20]([C:19]1[N:23]=[CH:4][C:5]2[CH2:6][C:7](=[O:17])[NH:8][C:9]3[CH:16]=[CH:15][CH:14]=[CH:13][C:10]=3[C:11]=2[N:24]=1)[CH2:21][CH3:22]. (3) Given the reactants [CH3:1][C:2]1[C:6]2[C:7](=[O:18])[N:8]([CH2:11][CH2:12][N:13]3[CH2:17][CH2:16][CH2:15][CH2:14]3)[CH2:9][CH2:10][C:5]=2[NH:4][C:3]=1[CH:19]=O.[Cl:21][C:22]1[CH:27]=[CH:26][C:25]([C:28]2[CH:36]=[CH:35][CH:34]=[C:33]3[C:29]=2[CH2:30][C:31](=[O:37])[NH:32]3)=[C:24]([F:38])[CH:23]=1, predict the reaction product. The product is: [Cl:21][C:22]1[CH:27]=[CH:26][C:25]([C:28]2[CH:36]=[CH:35][CH:34]=[C:33]3[C:29]=2[C:30](=[CH:19][C:3]2[NH:4][C:5]4[CH2:10][CH2:9][N:8]([CH2:11][CH2:12][N:13]5[CH2:14][CH2:15][CH2:16][CH2:17]5)[C:7](=[O:18])[C:6]=4[C:2]=2[CH3:1])[C:31](=[O:37])[NH:32]3)=[C:24]([F:38])[CH:23]=1. (4) Given the reactants [CH3:1][C:2]1[N:7]=[C:6]([C:8]2[C:12]([C:13]3[CH:18]=[CH:17][N:16]=[C:15]([C:19]4[CH:24]=[CH:23][C:22]([N:25]5[CH2:30][CH2:29][O:28][CH2:27][CH2:26]5)=[CH:21][CH:20]=4)[CH:14]=3)=[CH:11][N:10](C(C3C=CC=CC=3)(C3C=CC=CC=3)C3C=CC=CC=3)[N:9]=2)[CH:5]=[CH:4][CH:3]=1.CO.Cl, predict the reaction product. The product is: [CH3:1][C:2]1[N:7]=[C:6]([C:8]2[C:12]([C:13]3[CH:18]=[CH:17][N:16]=[C:15]([C:19]4[CH:20]=[CH:21][C:22]([N:25]5[CH2:30][CH2:29][O:28][CH2:27][CH2:26]5)=[CH:23][CH:24]=4)[CH:14]=3)=[CH:11][NH:10][N:9]=2)[CH:5]=[CH:4][CH:3]=1. (5) Given the reactants O[Li].O.FC1C=C(C=C(F)C=1)C([O:10][C:11]12[CH2:17][C:14]([CH2:18][CH2:19][CH2:20][C:21]([OH:23])=[O:22])([CH2:15][CH2:16]1)[CH2:13][CH2:12]2)=O.[CH2:28]1COCC1, predict the reaction product. The product is: [OH:10][C:11]12[CH2:17][C:14]([CH2:18][CH2:19][CH2:20][C:21]([O:23][CH3:28])=[O:22])([CH2:13][CH2:12]1)[CH2:15][CH2:16]2. (6) Given the reactants [OH:1][C:2]1[CH:9]=[C:8]([CH:10]([OH:12])[CH3:11])[CH:7]=[CH:6][C:3]=1[CH:4]=O.N1CCCCC1.C(O)(=O)C.[S:23]1[C:27]2[CH:28]=[CH:29][CH:30]=[CH:31][C:26]=2[N:25]=[C:24]1[CH2:32][C:33](OCC)=[O:34], predict the reaction product. The product is: [S:23]1[C:27]2[CH:28]=[CH:29][CH:30]=[CH:31][C:26]=2[N:25]=[C:24]1[C:32]1[C:33](=[O:34])[O:1][C:2]2[C:3]([CH:4]=1)=[CH:6][CH:7]=[C:8]([CH:10]([OH:12])[CH3:11])[CH:9]=2. (7) Given the reactants [Cl:1][C:2]1[CH:18]=[CH:17][C:16]([Cl:19])=[CH:15][C:3]=1[O:4][CH2:5][C:6]1[CH:11]=[CH:10][N:9]=[C:8]([C:12]([OH:14])=O)[CH:7]=1.[CH3:20][C:21]1[CH:26]=[C:25]([CH3:27])[N:24]=[C:23]([NH2:28])[CH:22]=1.C(N(CC)CC)C.C(OCC)(=O)C, predict the reaction product. The product is: [Cl:1][C:2]1[CH:18]=[CH:17][C:16]([Cl:19])=[CH:15][C:3]=1[O:4][CH2:5][C:6]1[CH:11]=[CH:10][N:9]=[C:8]([C:12]([NH:28][C:23]2[CH:22]=[C:21]([CH3:20])[CH:26]=[C:25]([CH3:27])[N:24]=2)=[O:14])[CH:7]=1. (8) Given the reactants [C:1]([O:5][C:6](=[O:27])[C:7]([S:10][C:11]1[S:12][CH:13]=[C:14]([CH2:16][CH2:17][NH:18][C:19]2[N:24]=[CH:23][C:22]([CH2:25][CH3:26])=[CH:21][N:20]=2)[N:15]=1)([CH3:9])[CH3:8])([CH3:4])([CH3:3])[CH3:2].Cl[CH2:29][C:30]1[CH:31]=[N:32][N:33]([C:35]2[CH:40]=[CH:39][CH:38]=[CH:37][CH:36]=2)[CH:34]=1.CC(C)([O-])C.[K+].O, predict the reaction product. The product is: [C:1]([O:5][C:6](=[O:27])[C:7]([S:10][C:11]1[S:12][CH:13]=[C:14]([CH2:16][CH2:17][N:18]([C:19]2[N:20]=[CH:21][C:22]([CH2:25][CH3:26])=[CH:23][N:24]=2)[CH2:29][C:30]2[CH:31]=[N:32][N:33]([C:35]3[CH:36]=[CH:37][CH:38]=[CH:39][CH:40]=3)[CH:34]=2)[N:15]=1)([CH3:9])[CH3:8])([CH3:2])([CH3:3])[CH3:4]. (9) Given the reactants [C:1]([C:5]1[CH:9]=[C:8]([CH2:10][NH2:11])[N:7]([C:12]2[CH:17]=[CH:16][CH:15]=[C:14]([Cl:18])[CH:13]=2)[N:6]=1)([CH3:4])([CH3:3])[CH3:2].C(N(CC)CC)C.[OH:26][CH2:27][CH2:28][NH:29][C:30]1[N:35]=[CH:34][C:33]([NH:36][C:37](=O)[O:38]C2C=CC=CC=2)=[CH:32][CH:31]=1, predict the reaction product. The product is: [C:1]([C:5]1[CH:9]=[C:8]([CH2:10][NH:11][C:37]([NH:36][C:33]2[CH:34]=[N:35][C:30]([NH:29][CH2:28][CH2:27][OH:26])=[CH:31][CH:32]=2)=[O:38])[N:7]([C:12]2[CH:17]=[CH:16][CH:15]=[C:14]([Cl:18])[CH:13]=2)[N:6]=1)([CH3:4])([CH3:2])[CH3:3].